This data is from Catalyst prediction with 721,799 reactions and 888 catalyst types from USPTO. The task is: Predict which catalyst facilitates the given reaction. (1) Reactant: [Cl:1][C:2]1[CH:7]=[CH:6][CH:5]=[CH:4][C:3]=1[C:8]1[CH:13]=[CH:12][N:11]=[CH:10][C:9]=1[N:14]([CH2:31][C:32](=[O:35])[NH:33][CH3:34])[C:15](=[O:30])[C:16]1[CH:21]=[C:20]([C:22]([F:25])([F:24])[F:23])[CH:19]=[C:18]([C:26]([F:29])([F:28])[F:27])[CH:17]=1.[CH3:36]N(C(ON1N=NC2C=CC=NC1=2)=[N+](C)C)C.F[P-](F)(F)(F)(F)F.Cl.C(NCC)C.CCN(C(C)C)C(C)C.[NH4+].[Cl-]. Product: [Cl:1][C:2]1[CH:7]=[CH:6][CH:5]=[CH:4][C:3]=1[C:8]1[CH:13]=[CH:12][N:11]=[CH:10][C:9]=1[N:14]([CH2:31][C:32](=[O:35])[N:33]([CH3:36])[CH3:34])[C:15](=[O:30])[C:16]1[CH:17]=[C:18]([C:26]([F:27])([F:28])[F:29])[CH:19]=[C:20]([C:22]([F:25])([F:23])[F:24])[CH:21]=1. The catalyst class is: 31. (2) Reactant: [CH3:1][O:2][C:3]1[C:12]([CH2:13][CH2:14][N:15]2[CH2:20][CH2:19][CH:18]([N:21]3[C:29]4[C:24](=[CH:25][CH:26]=[C:27]([C:30]([NH:32][CH3:33])=[O:31])[CH:28]=4)[CH:23]=[CH:22]3)[CH2:17][CH2:16]2)=[C:11]2[C:6]([C:7](=[O:36])[CH2:8][C:9]([CH3:35])([CH3:34])[O:10]2)=[CH:5][CH:4]=1.[C:37]([OH:44])(=[O:43])/[CH:38]=[CH:39]\[C:40]([OH:42])=[O:41].COC(C)(C)C. Product: [C:37]([OH:44])(=[O:43])/[CH:38]=[CH:39]\[C:40]([OH:42])=[O:41].[CH3:1][O:2][C:3]1[C:12]([CH2:13][CH2:14][N:15]2[CH2:20][CH2:19][CH:18]([N:21]3[C:29]4[C:24](=[CH:25][CH:26]=[C:27]([C:30]([NH:32][CH3:33])=[O:31])[CH:28]=4)[CH:23]=[CH:22]3)[CH2:17][CH2:16]2)=[C:11]2[C:6]([C:7](=[O:36])[CH2:8][C:9]([CH3:34])([CH3:35])[O:10]2)=[CH:5][CH:4]=1. The catalyst class is: 7. (3) Reactant: [F:1][C:2]1[CH:12]=[CH:11][C:5](/[C:6](=[N:9]/[H])/[NH:7][OH:8])=[CH:4][CH:3]=1.[O:13]=[C:14]1[C:19]([C:26]2[CH:31]=[CH:30][CH:29]=[CH:28][CH:27]=2)([C:20]2[CH:25]=[CH:24][CH:23]=[CH:22][CH:21]=2)[CH2:18][CH2:17][CH2:16][N:15]1[CH2:32][C:33](O)=O.Cl.C(N=C=NCCCN(C)C)C. Product: [F:1][C:2]1[CH:12]=[CH:11][C:5]([C:6]2[N:9]=[C:33]([CH2:32][N:15]3[CH2:16][CH2:17][CH2:18][C:19]([C:26]4[CH:31]=[CH:30][CH:29]=[CH:28][CH:27]=4)([C:20]4[CH:25]=[CH:24][CH:23]=[CH:22][CH:21]=4)[C:14]3=[O:13])[O:8][N:7]=2)=[CH:4][CH:3]=1. The catalyst class is: 26.